From a dataset of Forward reaction prediction with 1.9M reactions from USPTO patents (1976-2016). Predict the product of the given reaction. (1) The product is: [Si:1]([O:18][CH:19]1[CH2:20][N:21]([C:23]2[S:24][CH:25]=[C:26]([CH2:28][N:34]3[C:30](=[O:40])[C:31]4=[CH:39][CH:38]=[CH:37][CH:36]=[C:32]4[C:33]3=[O:35])[N:27]=2)[CH2:22]1)([C:14]([CH3:17])([CH3:16])[CH3:15])([C:8]1[CH:9]=[CH:10][CH:11]=[CH:12][CH:13]=1)[C:2]1[CH:7]=[CH:6][CH:5]=[CH:4][CH:3]=1. Given the reactants [Si:1]([O:18][CH:19]1[CH2:22][N:21]([C:23]2[S:24][CH:25]=[C:26]([CH2:28]O)[N:27]=2)[CH2:20]1)([C:14]([CH3:17])([CH3:16])[CH3:15])([C:8]1[CH:13]=[CH:12][CH:11]=[CH:10][CH:9]=1)[C:2]1[CH:7]=[CH:6][CH:5]=[CH:4][CH:3]=1.[C:30]1(=[O:40])[NH:34][C:33](=[O:35])[C:32]2=[CH:36][CH:37]=[CH:38][CH:39]=[C:31]12.C1(P(C2C=CC=CC=2)C2C=CC=CC=2)C=CC=CC=1.N(C(OCC)=O)=NC(OCC)=O.C1(C)C=CC=CC=1, predict the reaction product. (2) Given the reactants [OH:1][CH:2]1[C:27]2[C:19](=[CH:20][C:21]3[O:25][CH2:24][O:23][C:22]=3[CH:26]=2)[C:4]2([C:12]3[C:7](=[CH:8][CH:9]=[CH:10][CH:11]=3)[N:6]([CH2:13][CH2:14][CH2:15][CH2:16][CH3:17])[C:5]2=O)[CH2:3]1.[H-].[Na+].I[CH3:31].O, predict the reaction product. The product is: [CH3:31][O:1][CH:2]1[C:27]2[C:19](=[CH:20][C:21]3[O:25][CH2:24][O:23][C:22]=3[CH:26]=2)[C:4]2([C:12]3[C:7](=[CH:8][CH:9]=[CH:10][CH:11]=3)[N:6]([CH2:13][CH2:14][CH2:15][CH2:16][CH3:17])[CH2:5]2)[CH2:3]1.